This data is from Full USPTO retrosynthesis dataset with 1.9M reactions from patents (1976-2016). The task is: Predict the reactants needed to synthesize the given product. Given the product [CH2:1]([O:3][C:4](=[O:7])[CH2:5][O:22][C:19]1[CH:18]=[CH:17][C:16]([O:15][CH2:8][C:9]2[CH:10]=[CH:11][CH:12]=[CH:13][CH:14]=2)=[CH:21][CH:20]=1)[CH3:2], predict the reactants needed to synthesize it. The reactants are: [CH2:1]([O:3][C:4](=[O:7])[CH2:5]Br)[CH3:2].[CH2:8]([O:15][C:16]1[CH:21]=[CH:20][C:19]([OH:22])=[CH:18][CH:17]=1)[C:9]1[CH:14]=[CH:13][CH:12]=[CH:11][CH:10]=1.C([O-])([O-])=O.[K+].[K+].